The task is: Predict the reactants needed to synthesize the given product.. This data is from Full USPTO retrosynthesis dataset with 1.9M reactions from patents (1976-2016). (1) Given the product [CH2:1]([P:3]([CH2:12][CH2:11][CH2:10][NH2:13])(=[O:9])[O:4][CH2:5][CH2:6][CH2:7][CH3:8])[CH3:2], predict the reactants needed to synthesize it. The reactants are: [CH2:1]([P:3]([O-:9])[O:4][CH2:5][CH2:6][CH2:7][CH3:8])[CH3:2].[CH2:10]([NH2:13])[CH:11]=[CH2:12].CC(N=NC(C#N)(C)C)(C#N)C. (2) Given the product [Cl:20][C:11]1[C:10](=[O:21])[NH:9][C:8]([CH2:7][C:6]([O-:22])=[O:5])=[N:13][C:12]=1[N:14]1[CH2:15][CH2:16][O:17][CH2:18][CH2:19]1.[Na+:2], predict the reactants needed to synthesize it. The reactants are: [OH-].[Na+:2].C([O:5][C:6](=[O:22])[CH2:7][C:8]1[NH:9][C:10](=[O:21])[C:11]([Cl:20])=[C:12]([N:14]2[CH2:19][CH2:18][O:17][CH2:16][CH2:15]2)[N:13]=1)C. (3) The reactants are: [F:1][C:2]1[CH:26]=[CH:25][C:5]([O:6][C:7]2[CH:12]=[CH:11][C:10]([NH:13][C:14]([N:16]3[CH2:20][CH2:19][C:18]4([CH2:24][CH2:23][NH:22][CH2:21]4)[CH2:17]3)=[O:15])=[CH:9][CH:8]=2)=[CH:4][CH:3]=1.[CH2:27]1[C:35]2[C:30](=[CH:31][CH:32]=[CH:33][CH:34]=2)[CH2:29][C:28]1=O.C([BH3-])#N.[Na+]. Given the product [F:1][C:2]1[CH:3]=[CH:4][C:5]([O:6][C:7]2[CH:8]=[CH:9][C:10]([NH:13][C:14]([N:16]3[CH2:20][CH2:19][C:18]4([CH2:24][CH2:23][N:22]([CH:28]5[CH2:27][C:35]6[C:30](=[CH:31][CH:32]=[CH:33][CH:34]=6)[CH2:29]5)[CH2:21]4)[CH2:17]3)=[O:15])=[CH:11][CH:12]=2)=[CH:25][CH:26]=1, predict the reactants needed to synthesize it.